This data is from Catalyst prediction with 721,799 reactions and 888 catalyst types from USPTO. The task is: Predict which catalyst facilitates the given reaction. (1) Reactant: [Si]([O:8][CH2:9][C:10]1[C:15]([C:16]2[CH:24]=[CH:23][C:22]([C:25](=[O:27])[NH2:26])=[C:21]3[C:17]=2[CH:18]=[C:19]([C:28]2[CH:29]=[N:30][N:31]([CH3:33])[CH:32]=2)[NH:20]3)=[CH:14][CH:13]=[CH:12][C:11]=1[NH:34][C:35]([C:37]1[S:38][CH:39]=[CH:40][N:41]=1)=[O:36])(C(C)(C)C)(C)C.S1C=CN=C1C(O)=O.[Si](OCC1C(B2OC(C)(C)C(C)(C)O2)=CC=CC=1N)(C(C)(C)C)(C)C.Cl. Product: [C:25]([C:22]1[CH:23]=[CH:24][C:16]([C:15]2[C:10]([CH2:9][OH:8])=[C:11]([NH:34][C:35]([C:37]3[S:38][CH:39]=[CH:40][N:41]=3)=[O:36])[CH:12]=[CH:13][CH:14]=2)=[C:17]2[C:21]=1[NH:20][C:19]([C:28]1[CH:29]=[N:30][N:31]([CH3:33])[CH:32]=1)=[CH:18]2)(=[O:27])[NH2:26]. The catalyst class is: 225. (2) Reactant: CN(C=O)C.[CH:6]1([C:11]2([CH3:18])[NH:15][C:14](=[O:16])[NH:13][C:12]2=[O:17])[CH2:10][CH2:9][CH2:8][CH2:7]1.C([O-])([O-])=O.[K+].[K+].Br[CH2:26][C:27]1[CH:32]=[CH:31][C:30]([O:33][CH3:34])=[CH:29][CH:28]=1. Product: [CH:6]1([C:11]2([CH3:18])[NH:15][C:14](=[O:16])[N:13]([CH2:26][C:27]3[CH:32]=[CH:31][C:30]([O:33][CH3:34])=[CH:29][CH:28]=3)[C:12]2=[O:17])[CH2:7][CH2:8][CH2:9][CH2:10]1. The catalyst class is: 6. (3) Reactant: [H-].[Na+].[NH:3]1[C:13]2[C:8](=[CH:9][CH:10]=[CH:11][CH:12]=2)[C:6](=[O:7])[C:4]1=[O:5].Br[CH2:15][CH2:16][CH:17]1[CH2:19][CH2:18]1. Product: [CH:17]1([CH2:16][CH2:15][N:3]2[C:13]3[C:8](=[CH:9][CH:10]=[CH:11][CH:12]=3)[C:6](=[O:7])[C:4]2=[O:5])[CH2:19][CH2:18]1. The catalyst class is: 9.